The task is: Predict which catalyst facilitates the given reaction.. This data is from Catalyst prediction with 721,799 reactions and 888 catalyst types from USPTO. (1) Reactant: [CH:1]1([CH2:7][C@H:8]([N:12]2[CH2:16][C:15]([O:17][C:18]3[CH:23]=[CH:22][CH:21]=[CH:20][C:19]=3[O:24][CH3:25])=[CH:14][C:13]2=[O:26])[C:9](O)=[O:10])[CH2:6][CH2:5][CH2:4][CH2:3][CH2:2]1.CN(C)CCCN=C=NCC.ON1C2C=CC=CC=2N=N1.[NH2:48][C:49]1[CH:53]=[CH:52][N:51]([CH2:54][C:55]([CH3:58])([OH:57])[CH3:56])[N:50]=1. Product: [CH:1]1([CH2:7][C@H:8]([N:12]2[CH2:16][C:15]([O:17][C:18]3[CH:23]=[CH:22][CH:21]=[CH:20][C:19]=3[O:24][CH3:25])=[CH:14][C:13]2=[O:26])[C:9]([NH:48][C:49]2[CH:53]=[CH:52][N:51]([CH2:54][C:55]([OH:57])([CH3:56])[CH3:58])[N:50]=2)=[O:10])[CH2:6][CH2:5][CH2:4][CH2:3][CH2:2]1. The catalyst class is: 4. (2) Reactant: [BH4-].[Na+].[Cl-].[Ca+2].[Cl-].[Cl:6][C:7]1[N:18]=[CH:17][C:16]([CH2:19][N:20]2[C:24]([CH3:25])=[C:23]([C:26]3[CH:31]=[CH:30][C:29]([C:32]#[N:33])=[C:28]([C:34]([F:37])([F:36])[F:35])[CH:27]=3)[C:22]([C:38]#[N:39])=[C:21]2[CH3:40])=[CH:15][C:8]=1[C:9](OC(C)C)=[O:10].C(O)(=O)CC(CC(O)=O)(C(O)=O)O. Product: [Cl:6][C:7]1[N:18]=[CH:17][C:16]([CH2:19][N:20]2[C:24]([CH3:25])=[C:23]([C:26]3[CH:31]=[CH:30][C:29]([C:32]#[N:33])=[C:28]([C:34]([F:36])([F:35])[F:37])[CH:27]=3)[C:22]([C:38]#[N:39])=[C:21]2[CH3:40])=[CH:15][C:8]=1[CH2:9][OH:10]. The catalyst class is: 353. (3) Reactant: [CH3:1][N:2]1[C:10]2[C:5](=[CH:6][CH:7]=[C:8]([CH3:11])[CH:9]=2)[C:4]([C:12]2[N:17]=[C:16]3[C:18]([C:21]([OH:23])=O)=[CH:19][NH:20][C:15]3=[N:14][CH:13]=2)=[N:3]1.Cl.[CH:25]1([C:28]([NH2:31])([CH3:30])[CH3:29])[CH2:27][CH2:26]1.CCN=C=NCCCN(C)C.O. Product: [CH:25]1([C:28]([NH:31][C:21]([C:18]2[C:16]3=[N:17][C:12]([C:4]4[C:5]5[C:10](=[CH:9][C:8]([CH3:11])=[CH:7][CH:6]=5)[N:2]([CH3:1])[N:3]=4)=[CH:13][N:14]=[C:15]3[NH:20][CH:19]=2)=[O:23])([CH3:30])[CH3:29])[CH2:27][CH2:26]1. The catalyst class is: 239. (4) Product: [Cl:42][C:43]1[C:48]([F:49])=[CH:47][N:46]=[C:45]([CH2:50][O:20][C:17]2[CH:18]=[CH:19][N:14]([C:11]3[CH:12]=[N:13][C:8]([N:5]4[CH2:6][CH2:7][CH:3]([N:2]([CH3:22])[CH3:1])[CH2:4]4)=[CH:9][CH:10]=3)[C:15](=[O:21])[CH:16]=2)[CH:44]=1. Reactant: [CH3:1][N:2]([CH3:22])[CH:3]1[CH2:7][CH2:6][N:5]([C:8]2[N:13]=[CH:12][C:11]([N:14]3[CH:19]=[CH:18][C:17]([OH:20])=[CH:16][C:15]3=[O:21])=[CH:10][CH:9]=2)[CH2:4]1.C1(P(C2C=CC=CC=2)C2C=CC=CC=2)C=CC=CC=1.[Cl:42][C:43]1[C:48]([F:49])=[CH:47][N:46]=[C:45]([CH2:50]O)[CH:44]=1.N(/C(OC(C)(C)C)=O)=N\C(OC(C)(C)C)=O.C([O-])(O)=O.[Na+]. The catalyst class is: 4.